From a dataset of HIV replication inhibition screening data with 41,000+ compounds from the AIDS Antiviral Screen. Binary Classification. Given a drug SMILES string, predict its activity (active/inactive) in a high-throughput screening assay against a specified biological target. The result is 0 (inactive). The molecule is Cc1cc(N(CCC#N)CCC#N)ccc1C=C1N=C(C=Cc2ccccc2)OC1=O.